From a dataset of Full USPTO retrosynthesis dataset with 1.9M reactions from patents (1976-2016). Predict the reactants needed to synthesize the given product. (1) Given the product [NH2:1][C:4]1[CH:13]=[CH:12][CH:11]=[C:10]2[C:5]=1[CH:6]=[CH:7][C:8](=[O:15])[N:9]2[CH3:14], predict the reactants needed to synthesize it. The reactants are: [N+:1]([C:4]1[CH:13]=[CH:12][CH:11]=[C:10]2[C:5]=1[CH:6]=[CH:7][C:8](=[O:15])[N:9]2[CH3:14])([O-])=O.O. (2) Given the product [CH3:58][O:59][C:60]([NH:62][C@H:63]([C:67]1[CH:72]=[CH:71][CH:70]=[CH:69][CH:68]=1)[C:64]([N:43]1[CH2:44][C@@H:45]([CH3:47])[CH2:46][C@H:42]1[C:40]1[NH:39][C:38]2[C:55]3[C:34]([CH:35]=[CH:36][C:37]=2[N:41]=1)=[CH:33][C:32]1[C:26]2[C:27]([CH2:29][O:30][C:31]=1[CH:56]=3)=[CH:28][C:23]([C:20]1[NH:19][C:18]([C@@H:13]3[CH2:14][C@H:15]([CH3:17])[CH2:16][N:12]3[C:10](=[O:11])[C@@H:6]([NH:5][C:3](=[O:4])[O:2][CH3:1])[CH:7]([CH3:8])[CH3:9])=[N:22][CH:21]=1)=[CH:24][CH:25]=2)=[O:66])=[O:61], predict the reactants needed to synthesize it. The reactants are: [CH3:1][O:2][C:3]([NH:5][C@H:6]([C:10]([N:12]1[CH2:16][C@@H:15]([CH3:17])[CH2:14][C@H:13]1[C:18]1[NH:19][C:20]([C:23]2[CH:28]=[C:27]3[CH2:29][O:30][C:31]4[CH:56]=[C:55]5[C:34]([CH:35]=[CH:36][C:37]6[N:41]=[C:40]([C@@H:42]7[CH2:46][C@H:45]([CH3:47])[CH2:44][N:43]7C(OC(C)(C)C)=O)[NH:39][C:38]=65)=[CH:33][C:32]=4[C:26]3=[CH:25][CH:24]=2)=[CH:21][N:22]=1)=[O:11])[CH:7]([CH3:9])[CH3:8])=[O:4].Cl.[CH3:58][O:59][C:60]([NH:62][C@H:63]([C:67]1[CH:72]=[CH:71][CH:70]=[CH:69][CH:68]=1)[C:64]([OH:66])=O)=[O:61].CCOC(C(C#N)=NOC(N1CCOCC1)=[N+](C)C)=O.F[P-](F)(F)(F)(F)F.CCN(C(C)C)C(C)C. (3) The reactants are: [F:1][C:2]1[CH:3]=[C:4]([CH:7]=[C:8]([F:12])[C:9]=1[S:10][CH3:11])[CH:5]=O.[NH2:13][OH:14].Cl.C([O-])([O-])=O.[K+].[K+]. Given the product [F:1][C:2]1[CH:3]=[C:4]([CH:7]=[C:8]([F:12])[C:9]=1[S:10][CH3:11])[CH:5]=[N:13][OH:14], predict the reactants needed to synthesize it. (4) Given the product [NH2:25][C:23]1[S:24][C:2]([C:12]2[CH:13]=[CH:14][C:15](=[O:21])[N:16]([CH:18]([CH3:20])[CH3:19])[N:17]=2)=[C:3]([C:5]2[CH:10]=[CH:9][C:8]([F:11])=[CH:7][CH:6]=2)[N:22]=1, predict the reactants needed to synthesize it. The reactants are: Cl[CH:2]([C:12]1[CH:13]=[CH:14][C:15](=[O:21])[N:16]([CH:18]([CH3:20])[CH3:19])[N:17]=1)[C:3]([C:5]1[CH:10]=[CH:9][C:8]([F:11])=[CH:7][CH:6]=1)=O.[NH2:22][C:23]([NH2:25])=[S:24].C(=O)([O-])O.[Na+].O. (5) Given the product [Cl:48][C:49]1[CH:50]=[CH:51][C:52]([OH:58])=[C:53]([CH:57]=1)[C:54]([N:2]([CH3:1])[CH2:3][CH2:4][CH2:5][CH2:6][CH2:7][CH2:8][CH2:9][CH2:10][CH2:11][N:12]1[CH2:13][CH2:14][CH:15]([O:18][C:19](=[O:33])[NH:20][C:21]2[CH:26]=[CH:25][CH:24]=[CH:23][C:22]=2[C:27]2[CH:28]=[CH:29][CH:30]=[CH:31][CH:32]=2)[CH2:16][CH2:17]1)=[O:56], predict the reactants needed to synthesize it. The reactants are: [CH3:1][NH:2][CH2:3][CH2:4][CH2:5][CH2:6][CH2:7][CH2:8][CH2:9][CH2:10][CH2:11][N:12]1[CH2:17][CH2:16][CH:15]([O:18][C:19](=[O:33])[NH:20][C:21]2[CH:26]=[CH:25][CH:24]=[CH:23][C:22]=2[C:27]2[CH:32]=[CH:31][CH:30]=[CH:29][CH:28]=2)[CH2:14][CH2:13]1.C1(N)C(F)=C(F)C(F)=C(N)C=1F.Cl.Cl.[Cl:48][C:49]1[CH:50]=[CH:51][C:52]([OH:58])=[C:53]([CH:57]=1)[C:54]([OH:56])=O.